Task: Predict the reactants needed to synthesize the given product.. Dataset: Full USPTO retrosynthesis dataset with 1.9M reactions from patents (1976-2016) (1) Given the product [CH:23]12[NH:28][CH:26]([CH2:25][CH2:24]1)[CH2:27][CH:22]2[CH2:21][N:17]1[C:18]2[C:14](=[CH:13][C:12]([C:10]3[CH:9]=[N:8][N:7]([CH:2]4[CH2:3][CH2:4][CH2:5][CH2:6][O:1]4)[CH:11]=3)=[CH:20][CH:19]=2)[CH:15]=[CH:16]1, predict the reactants needed to synthesize it. The reactants are: [O:1]1[CH2:6][CH2:5][CH2:4][CH2:3][CH:2]1[N:7]1[CH:11]=[C:10]([C:12]2[CH:13]=[C:14]3[C:18](=[CH:19][CH:20]=2)[N:17]([CH2:21][CH:22]2[CH2:27][CH:26]4[N:28](C(OCC5C=CC=CC=5)=O)[CH:23]2[CH2:24][CH2:25]4)[CH:16]=[CH:15]3)[CH:9]=[N:8]1.[H][H].C(OCC)(=O)C.CCCCCC. (2) Given the product [CH2:8]([O:7][C:5]([C:4]1[CH:10]=[CH:11][C:12]([B:14]([OH:15])[OH:18])=[CH:13][C:3]=1[O:2][CH3:1])=[O:6])[CH3:9], predict the reactants needed to synthesize it. The reactants are: [CH3:1][O:2][C:3]1[CH:13]=[C:12]([B:14]2[O:18]C(C)(C)C(C)(C)[O:15]2)[CH:11]=[CH:10][C:4]=1[C:5]([O:7][CH2:8][CH3:9])=[O:6].CO.I([O-])(=O)(=O)=O.[Na+].Cl. (3) Given the product [F:14][C:13]([F:16])([F:15])[CH:8]([C:7]1[C:2]([F:1])=[N:3][CH:4]=[CH:5][C:6]=1[I:10])[OH:9], predict the reactants needed to synthesize it. The reactants are: [F:1][C:2]1[C:7]([CH:8]=[O:9])=[C:6]([I:10])[CH:5]=[CH:4][N:3]=1.C[Si](C)(C)[C:13]([F:16])([F:15])[F:14].Cl.[OH-].[Na+]. (4) Given the product [F:1][C:2]1[CH:3]=[C:4]2[C:5](=[CH:21][CH:22]=1)[N:6]=[C:7]([C:11]1[CH:16]=[CH:15][CH:14]=[CH:13][C:12]=1[OH:17])[N:31]([CH2:30][CH:29]([C:23]1[CH:28]=[CH:27][CH:26]=[CH:25][CH:24]=1)[CH3:32])[C:9]2=[O:10], predict the reactants needed to synthesize it. The reactants are: [F:1][C:2]1[CH:22]=[CH:21][C:5]2[N:6]=[C:7]([C:11]3[CH:16]=[CH:15][CH:14]=[CH:13][C:12]=3[O:17]C(=O)C)O[C:9](=[O:10])[C:4]=2[CH:3]=1.[C:23]1([CH:29]([CH3:32])[CH2:30][NH2:31])[CH:28]=[CH:27][CH:26]=[CH:25][CH:24]=1. (5) Given the product [F:1][CH:2]([F:27])[C:3]([N:5]1[C@H:9]([CH2:10][F:11])[C@@H:8]([C:12]2[CH:17]=[CH:16][C:15]([C:18]3[S:22][C:21]([CH2:23][NH:28][CH3:29])=[N:20][CH:19]=3)=[CH:14][CH:13]=2)[O:7][C:6]1([CH3:25])[CH3:26])=[O:4], predict the reactants needed to synthesize it. The reactants are: [F:1][CH:2]([F:27])[C:3]([N:5]1[C@H:9]([CH2:10][F:11])[C@@H:8]([C:12]2[CH:17]=[CH:16][C:15]([C:18]3[S:22][C:21]([CH2:23]O)=[N:20][CH:19]=3)=[CH:14][CH:13]=2)[O:7][C:6]1([CH3:26])[CH3:25])=[O:4].[N:28]1C=CC=C[CH:29]=1.C(N(C(C)C)CC)(C)C.Cl. (6) Given the product [C:19]([O:18][C:16]1[CH:15]=[CH:14][C:12]2[N:13]=[C:9]([Cl:8])[O:10][C:11]=2[CH:17]=1)(=[O:21])[CH3:20], predict the reactants needed to synthesize it. The reactants are: C(N(CC)CC)C.[Cl:8][C:9]1[O:10][C:11]2[CH:17]=[C:16]([OH:18])[CH:15]=[CH:14][C:12]=2[N:13]=1.[C:19](OC(=O)C)(=[O:21])[CH3:20]. (7) The reactants are: [CH2:1]([N:8]1[C:12]([C:13](OC)=[O:14])=[CH:11][C:10]([O:17][CH:18]([CH3:20])[CH3:19])=[N:9]1)[C:2]1[CH:7]=[CH:6][CH:5]=[CH:4][CH:3]=1.[H-].[Al+3].[Li+].[H-].[H-].[H-].C(O)C.[Cl-].[NH4+]. Given the product [CH2:1]([N:8]1[C:12]([CH2:13][OH:14])=[CH:11][C:10]([O:17][CH:18]([CH3:20])[CH3:19])=[N:9]1)[C:2]1[CH:3]=[CH:4][CH:5]=[CH:6][CH:7]=1, predict the reactants needed to synthesize it.